From a dataset of Full USPTO retrosynthesis dataset with 1.9M reactions from patents (1976-2016). Predict the reactants needed to synthesize the given product. Given the product [F:1][C:2]1[CH:7]=[CH:6][C:5]([F:8])=[CH:4][C:3]=1[C@H:9]1[CH2:13][CH2:12][CH2:11][NH:10]1, predict the reactants needed to synthesize it. The reactants are: [F:1][C:2]1[CH:7]=[CH:6][C:5]([F:8])=[CH:4][C:3]=1[C@H:9]1[CH2:13][CH2:12][CH2:11][N:10]1C(OC(C)(C)C)=O.Cl.CCOCC.